From a dataset of Full USPTO retrosynthesis dataset with 1.9M reactions from patents (1976-2016). Predict the reactants needed to synthesize the given product. (1) The reactants are: [NH2:1][C:2]1[CH:11]=[C:10]([O:12][CH3:13])[C:9]([O:14][CH2:15][CH2:16][CH2:17][Cl:18])=[CH:8][C:3]=1[C:4](OC)=[O:5].Cl.[CH:20](N)=[NH:21]. Given the product [Cl:18][CH2:17][CH2:16][CH2:15][O:14][C:9]1[CH:8]=[C:3]2[C:2](=[CH:11][C:10]=1[O:12][CH3:13])[N:1]=[CH:20][N:21]=[C:4]2[OH:5], predict the reactants needed to synthesize it. (2) Given the product [CH3:14][N:15]([CH:17]=[C:7]1[N:6]([CH3:10])[C:5](=[O:11])[N:4]([CH:1]([CH3:3])[CH3:2])[C:8]1=[O:9])[CH3:16], predict the reactants needed to synthesize it. The reactants are: [CH:1]([N:4]1[C:8](=[O:9])[CH2:7][N:6]([CH3:10])[C:5]1=[O:11])([CH3:3])[CH3:2].CO[CH:14](OC)[N:15]([CH3:17])[CH3:16]. (3) Given the product [NH2:25][C:9]1[N:8]=[C:7]([O:6][CH:2]([CH3:1])[CH2:3][O:4][CH3:5])[N:15]=[C:14]2[C:10]=1[NH:11][C:12](=[O:23])[N:13]2[CH2:16][CH:17]1[CH2:18][CH2:19][O:20][CH2:21][CH2:22]1, predict the reactants needed to synthesize it. The reactants are: [CH3:1][CH:2]([O:6][C:7]1[N:15]=[C:14]2[C:10]([N:11]=[C:12]([O:23]C)[N:13]2[CH2:16][CH:17]2[CH2:22][CH2:21][O:20][CH2:19][CH2:18]2)=[C:9]([NH2:25])[N:8]=1)[CH2:3][O:4][CH3:5].Cl.[OH-].[Na+]. (4) Given the product [N:1]1([C:19]([O:21][C:22]2[CH:23]=[CH:24][C:25]([N+:28]([O-:30])=[O:29])=[CH:26][CH:27]=2)=[O:20])[C:10]2[C:5](=[CH:6][CH:7]=[CH:8][CH:9]=2)[CH2:4][CH2:3][CH2:2]1, predict the reactants needed to synthesize it. The reactants are: [NH:1]1[C:10]2[C:5](=[CH:6][CH:7]=[CH:8][CH:9]=2)[CH2:4][CH2:3][CH2:2]1.C(N(CC)CC)C.Cl[C:19]([O:21][C:22]1[CH:27]=[CH:26][C:25]([N+:28]([O-:30])=[O:29])=[CH:24][CH:23]=1)=[O:20]. (5) Given the product [Br:20][C:8]1[CH:9]=[CH:10][C:11]2[N:12]([CH2:16][CH2:17][C:18]3[NH:25][N:24]=[N:23][N:19]=3)[C:13]3[C:4](=[CH:3][C:2]([Br:1])=[CH:15][CH:14]=3)[C:5]([CH3:22])([CH3:21])[C:6]=2[CH:7]=1, predict the reactants needed to synthesize it. The reactants are: [Br:1][C:2]1[CH:15]=[CH:14][C:13]2[N:12]([CH2:16][CH2:17][C:18]#[N:19])[C:11]3[C:6](=[CH:7][C:8]([Br:20])=[CH:9][CH:10]=3)[C:5]([CH3:22])([CH3:21])[C:4]=2[CH:3]=1.[N-:23]=[N+:24]=[N-:25].[Na+].[Cl-].[NH4+].Cl.